From a dataset of Catalyst prediction with 721,799 reactions and 888 catalyst types from USPTO. Predict which catalyst facilitates the given reaction. Reactant: F[C:2]1[CH:3]=[C:4]2[C:10](I)=[N:9][N:8]([CH2:12][C:13]3[CH:18]=[CH:17][CH:16]=[CH:15][C:14]=3[F:19])[C:5]2=[N:6][CH:7]=1.CCCC[Sn](CCCC)CCCC.CCCC[Sn](CCCC)CCCC.[NH2:46][C:47]1[N:52]=[C:51](Cl)[N:50]=[C:49]([C:54]([O:56][CH2:57][CH3:58])=[O:55])[C:48]=1[N+:59]([O-:61])=[O:60]. Product: [NH2:46][C:47]1[N:52]=[C:51]([C:10]2[C:4]3[C:5](=[N:6][CH:7]=[CH:2][CH:3]=3)[N:8]([CH2:12][C:13]3[CH:18]=[CH:17][CH:16]=[CH:15][C:14]=3[F:19])[N:9]=2)[N:50]=[C:49]([C:54]([O:56][CH2:57][CH3:58])=[O:55])[C:48]=1[N+:59]([O-:61])=[O:60]. The catalyst class is: 184.